This data is from hERG Central: cardiac toxicity at 1µM, 10µM, and general inhibition. The task is: Predict hERG channel inhibition at various concentrations. The compound is CN(Cc1ccc(Cl)cc1)C(=O)c1ccc(S(=O)(=O)NCc2ccco2)cc1. Results: hERG_inhib (hERG inhibition (general)): blocker.